From a dataset of Forward reaction prediction with 1.9M reactions from USPTO patents (1976-2016). Predict the product of the given reaction. Given the reactants [C:1]([O:5]CC(O)C)(=[O:4])[CH:2]=[CH2:3].CC1C(N=C=O)=CC([N:17]=[C:18]=[O:19])=CC=1.C([O-])(=O)C.C([O-])(=O)C.C([Sn+2]CCCC)CCC.COC1C=CC(O)=CC=1.C([C:53]1C=C(C)C=C(C(C)(C)C)[C:54]=1[OH:64])(C)(C)C, predict the reaction product. The product is: [C:1]([OH:5])(=[O:4])[CH:2]=[CH2:3].[NH2:17][C:18]([O:64][CH2:54][CH3:53])=[O:19].